Task: Binary Classification. Given a drug SMILES string, predict its activity (active/inactive) in a high-throughput screening assay against a specified biological target.. Dataset: M1 muscarinic receptor antagonist screen with 61,756 compounds The compound is s1c(C(=O)N2CCN(CC2)c2ccc(F)cc2)ccc1CC. The result is 1 (active).